This data is from hERG Central: cardiac toxicity at 1µM, 10µM, and general inhibition. The task is: Predict hERG channel inhibition at various concentrations. (1) The drug is O=C(Cc1ccccc1)N1CCN(S(=O)(=O)c2ccc([N+](=O)[O-])cc2)CC1. Results: hERG_inhib (hERG inhibition (general)): blocker. (2) The compound is CCCCCN=Cc1c(C)[nH]n(-c2nc3ccccc3s2)c1=O. Results: hERG_inhib (hERG inhibition (general)): blocker. (3) The molecule is O=C(c1ccccc1)N1CCN(c2nc3ccc([N+](=O)[O-])cc3s2)CC1. Results: hERG_inhib (hERG inhibition (general)): blocker. (4) Results: hERG_inhib (hERG inhibition (general)): blocker. The compound is CC(=O)c1c(C)[nH]c(C(=O)OCC(=O)Nc2cc(C(F)(F)F)ccc2N2CCOCC2)c1C. (5) The compound is CCCCN(CCCC)CCCNC(=O)C12CN(Cc3ccccc3)CC1C(c1cccc([N+](=O)[O-])c1)=NO2. Results: hERG_inhib (hERG inhibition (general)): blocker.